This data is from Forward reaction prediction with 1.9M reactions from USPTO patents (1976-2016). The task is: Predict the product of the given reaction. (1) The product is: [Br:1][C:2]1[CH:3]=[C:4]2[C:9](=[CH:10][CH:11]=1)[N:8]=[C:7]([C:12]1[CH:17]=[CH:16][CH:15]=[CH:14][C:13]=1[OH:18])[N:6]=[C:5]2[N:34]1[CH2:33][CH2:32][N:31]([C:29](=[O:30])[C@H:28]([OH:27])[CH2:37][CH:38]([CH3:39])[CH3:40])[CH2:36][CH2:35]1. Given the reactants [Br:1][C:2]1[CH:3]=[C:4]2[C:9](=[CH:10][CH:11]=1)[N:8]=[C:7]([C:12]1[CH:17]=[CH:16][CH:15]=[CH:14][C:13]=1[OH:18])[N:6]=[C:5]2Cl.C(N(CC)CC)C.[OH:27][C@H:28]([CH2:37][CH:38]([CH3:40])[CH3:39])[C:29]([N:31]1[CH2:36][CH2:35][NH:34][CH2:33][CH2:32]1)=[O:30], predict the reaction product. (2) Given the reactants [NH2:1][CH2:2][CH:3]([C:5]1([C:9]2[CH:14]=[CH:13][C:12]([Cl:15])=[C:11]([Cl:16])[CH:10]=2)[CH2:8][CH2:7][CH2:6]1)[OH:4].[F:17][CH2:18][C:19](=O)[CH3:20].[BH-](OC(C)=O)(OC(C)=O)OC(C)=O.[Na+], predict the reaction product. The product is: [Cl:16][C:11]1[CH:10]=[C:9]([C:5]2([CH:3]([OH:4])[CH2:2][NH:1][CH:19]([CH3:20])[CH2:18][F:17])[CH2:6][CH2:7][CH2:8]2)[CH:14]=[CH:13][C:12]=1[Cl:15].